From a dataset of Full USPTO retrosynthesis dataset with 1.9M reactions from patents (1976-2016). Predict the reactants needed to synthesize the given product. (1) Given the product [CH:14]([C:2]1[C:6]2[N:7]=[CH:8][N:9]=[C:10]([NH2:11])[C:5]=2[S:4][CH:3]=1)=[CH2:15], predict the reactants needed to synthesize it. The reactants are: Br[C:2]1[C:6]2[N:7]=[CH:8][N:9]=[C:10]([NH2:11])[C:5]=2[S:4][CH:3]=1.N#N.[CH2:14]([Sn](CCCC)(CCCC)C=C)[CH2:15]CC.[F-].[K+]. (2) Given the product [Cl:3][C:4]1[S:8][C:7]([C:9]2[N:10]=[C:11]([N:18]3[C:26]4[C:21](=[CH:22][C:23]([CH2:27][C:28]([OH:30])=[O:29])=[CH:24][CH:25]=4)[CH2:20][CH2:19]3)[C:12]3[CH2:17][S:16][CH2:15][C:13]=3[N:14]=2)=[CH:6][CH:5]=1, predict the reactants needed to synthesize it. The reactants are: [OH-].[Na+].[Cl:3][C:4]1[S:8][C:7]([C:9]2[N:10]=[C:11]([N:18]3[C:26]4[C:21](=[CH:22][C:23]([CH2:27][C:28]([O:30]C)=[O:29])=[CH:24][CH:25]=4)[CH2:20][CH2:19]3)[C:12]3[CH2:17][S:16][CH2:15][C:13]=3[N:14]=2)=[CH:6][CH:5]=1.O.Cl. (3) Given the product [Cl:1][C:2]1[N:3]=[C:4]([C:12]#[CH:13])[C:5]([F:10])=[CH:6][C:7]=1[C:8]#[N:9], predict the reactants needed to synthesize it. The reactants are: [Cl:1][C:2]1[C:7]([C:8]#[N:9])=[CH:6][C:5]([F:10])=[C:4](Cl)[N:3]=1.[CH2:12](N(CC)CC)[CH3:13].[Si](C#C)(C)(C)C.[F-].[K+]. (4) Given the product [F:15][C:10]1[CH:9]=[C:8]([CH:13]=[C:12]([F:14])[CH:11]=1)[C:7]([NH:6][CH2:5][C@H:4]([NH:17][C:18]([C:20]1[S:24][C:23]([NH:25][C:26](=[O:35])[CH2:27][C:28]2[CH:33]=[CH:32][CH:31]=[C:30]([OH:34])[CH:29]=2)=[N:22][C:21]=1[CH3:36])=[O:19])[C:3]([OH:37])=[O:2])=[O:16], predict the reactants needed to synthesize it. The reactants are: C[O:2][C:3](=[O:37])[C@@H:4]([NH:17][C:18]([C:20]1[S:24][C:23]([NH:25][C:26](=[O:35])[CH2:27][C:28]2[CH:33]=[CH:32][CH:31]=[C:30]([OH:34])[CH:29]=2)=[N:22][C:21]=1[CH3:36])=[O:19])[CH2:5][NH:6][C:7](=[O:16])[C:8]1[CH:13]=[C:12]([F:14])[CH:11]=[C:10]([F:15])[CH:9]=1.O.[OH-].[Li+].Cl.